This data is from Forward reaction prediction with 1.9M reactions from USPTO patents (1976-2016). The task is: Predict the product of the given reaction. (1) Given the reactants [CH:1]1([C:4]2[N:5]=[C:6]3[CH:11]=[CH:10][C:9]([N+:12]([O-])=O)=[CH:8][N:7]3[C:15]=2[CH3:16])[CH2:3][CH2:2]1.[CH3:17][S:18]([C:21]1[CH:26]=[CH:25][C:24]([C:27]2[CH:32]=[CH:31][C:30]([C:33](O)=[O:34])=[CH:29][CH:28]=2)=[CH:23][CH:22]=1)(=[O:20])=[O:19], predict the reaction product. The product is: [CH:1]1([C:4]2[N:5]=[C:6]3[CH:11]=[CH:10][C:9]([NH:12][C:33]([C:30]4[CH:29]=[CH:28][C:27]([C:24]5[CH:25]=[CH:26][C:21]([S:18]([CH3:17])(=[O:20])=[O:19])=[CH:22][CH:23]=5)=[CH:32][CH:31]=4)=[O:34])=[CH:8][N:7]3[C:15]=2[CH3:16])[CH2:3][CH2:2]1. (2) Given the reactants Cl[CH2:2][CH2:3][CH2:4][C:5]([O:7][CH2:8][CH3:9])=[O:6].[Cl:10][C:11]1[CH:30]=[CH:29][C:14]([NH:15][C:16]2[C:25]3[C:20](=[CH:21][C:22]([OH:28])=[C:23]([O:26][CH3:27])[CH:24]=3)[N:19]=[CH:18][N:17]=2)=[C:13]([F:31])[CH:12]=1.C(=O)([O-])[O-].[K+].[K+], predict the reaction product. The product is: [Cl:10][C:11]1[CH:30]=[CH:29][C:14]([NH:15][C:16]2[C:25]3[C:20](=[CH:21][C:22]([O:28][CH2:2][CH2:3][CH2:4][C:5]([O:7][CH2:8][CH3:9])=[O:6])=[C:23]([O:26][CH3:27])[CH:24]=3)[N:19]=[CH:18][N:17]=2)=[C:13]([F:31])[CH:12]=1.